From a dataset of Full USPTO retrosynthesis dataset with 1.9M reactions from patents (1976-2016). Predict the reactants needed to synthesize the given product. Given the product [Cl:25][C:22]1[CH:21]=[CH:20][C:19]([C@H:18]2[N:13]3[C:14]([S:15][C:11]([C:9]([N:8]([CH:6]4[CH2:7][N:4]([CH2:45][C@H:43]5[CH2:42][O:41][C:40]([CH3:47])([CH3:39])[O:44]5)[CH2:5]4)[CH2:37][CH3:38])=[O:10])=[C:12]3[CH:34]([CH3:36])[CH3:35])=[N:16][C@:17]2([C:27]2[CH:32]=[CH:31][C:30]([Cl:33])=[CH:29][CH:28]=2)[CH3:26])=[CH:24][CH:23]=1, predict the reactants needed to synthesize it. The reactants are: C([N:4]1[CH2:7][CH:6]([N:8]([CH2:37][CH3:38])[C:9]([C:11]2[S:15][C:14]3=[N:16][C:17]([C:27]4[CH:32]=[CH:31][C:30]([Cl:33])=[CH:29][CH:28]=4)([CH3:26])[CH:18]([C:19]4[CH:24]=[CH:23][C:22]([Cl:25])=[CH:21][CH:20]=4)[N:13]3[C:12]=2[CH:34]([CH3:36])[CH3:35])=[O:10])[CH2:5]1)(=O)C.[CH3:39][C:40]1([CH3:47])[O:44][CH:43]([CH:45]=O)[CH2:42][O:41]1.